This data is from Peptide-MHC class I binding affinity with 185,985 pairs from IEDB/IMGT. The task is: Regression. Given a peptide amino acid sequence and an MHC pseudo amino acid sequence, predict their binding affinity value. This is MHC class I binding data. (1) The peptide sequence is LAEHISDSI. The MHC is HLA-A03:01 with pseudo-sequence HLA-A03:01. The binding affinity (normalized) is 0. (2) The peptide sequence is LYEAAREAL. The MHC is H-2-Kd with pseudo-sequence H-2-Kd. The binding affinity (normalized) is 0.787.